This data is from Full USPTO retrosynthesis dataset with 1.9M reactions from patents (1976-2016). The task is: Predict the reactants needed to synthesize the given product. (1) The reactants are: N#N.[N+:3]([C:6]1[CH:7]=[N:8][N:9]([CH2:11][C:12]2[O:16][N:15]=[C:14]([CH:17]=[O:18])[CH:13]=2)[CH:10]=1)([O-:5])=[O:4].[CH3:19][Al](C)C.[NH4+].[Cl-].Cl. Given the product [N+:3]([C:6]1[CH:7]=[N:8][N:9]([CH2:11][C:12]2[O:16][N:15]=[C:14]([CH:17]([OH:18])[CH3:19])[CH:13]=2)[CH:10]=1)([O-:5])=[O:4], predict the reactants needed to synthesize it. (2) Given the product [C:1]([C:5]1[C:6]([NH:14][C:25](=[O:26])[CH2:24][C:21]2[CH:22]=[CH:23][C:18]([CH:15]([CH3:16])[CH3:17])=[CH:19][CH:20]=2)=[N:7][N:8]2[CH:13]=[CH:12][CH:11]=[N:10][C:9]=12)([CH3:4])([CH3:2])[CH3:3], predict the reactants needed to synthesize it. The reactants are: [C:1]([C:5]1[C:6]([NH2:14])=[N:7][N:8]2[CH:13]=[CH:12][CH:11]=[N:10][C:9]=12)([CH3:4])([CH3:3])[CH3:2].[CH:15]([C:18]1[CH:23]=[CH:22][C:21]([CH2:24][C:25](O)=[O:26])=[CH:20][CH:19]=1)([CH3:17])[CH3:16].